From a dataset of Full USPTO retrosynthesis dataset with 1.9M reactions from patents (1976-2016). Predict the reactants needed to synthesize the given product. (1) Given the product [Br:16][C:9]1[C:8]2[CH2:7][CH2:6][CH:5]([CH3:3])[C:14](=[O:15])[C:13]=2[CH:12]=[N:11][CH:10]=1, predict the reactants needed to synthesize it. The reactants are: CO[C:3]([C:5]1(C)[C:14](=[O:15])[C:13]2[CH:12]=[N:11][CH:10]=[C:9]([Br:16])[C:8]=2[CH2:7][CH2:6]1)=O.Cl. (2) Given the product [Cl:29][CH2:28][CH2:27][O:1][C:2]1[CH:11]=[C:10]2[C:5]([C:6]([O:12][C:13]3[CH:18]=[C:17]([CH3:19])[C:16]([CH3:20])=[CH:15][C:14]=3[C:21](=[O:23])[CH3:22])=[CH:7][CH:8]=[N:9]2)=[CH:4][C:3]=1[O:24][CH3:25], predict the reactants needed to synthesize it. The reactants are: [OH:1][C:2]1[CH:11]=[C:10]2[C:5]([C:6]([O:12][C:13]3[CH:18]=[C:17]([CH3:19])[C:16]([CH3:20])=[CH:15][C:14]=3[C:21](=[O:23])[CH3:22])=[CH:7][CH:8]=[N:9]2)=[CH:4][C:3]=1[O:24][CH3:25].Br[CH2:27][CH2:28][Cl:29].C(=O)([O-])[O-].[K+].[K+].O. (3) Given the product [CH3:38][O:39][C:40](=[O:48])[CH2:41][CH:42]1[CH2:43][CH2:44][N:45]([C:32]([N:12]2[C@@:13]([C:25]3[CH:30]=[CH:29][C:28]([Cl:31])=[CH:27][CH:26]=3)([CH3:24])[C@@:14]([C:17]3[CH:18]=[CH:19][C:20]([Cl:23])=[CH:21][CH:22]=3)([CH3:16])[N:15]=[C:11]2[C:8]2[CH:9]=[N:10][C:5]([C:1]([CH3:2])([CH3:4])[CH3:3])=[CH:6][C:7]=2[O:35][CH2:36][CH3:37])=[O:33])[CH2:46][CH2:47]1, predict the reactants needed to synthesize it. The reactants are: [C:1]([C:5]1[N:10]=[CH:9][C:8]([C:11]2[N:12]([C:32](Cl)=[O:33])[C@@:13]([C:25]3[CH:30]=[CH:29][C:28]([Cl:31])=[CH:27][CH:26]=3)([CH3:24])[C@@:14]([C:17]3[CH:22]=[CH:21][C:20]([Cl:23])=[CH:19][CH:18]=3)([CH3:16])[N:15]=2)=[C:7]([O:35][CH2:36][CH3:37])[CH:6]=1)([CH3:4])([CH3:3])[CH3:2].[CH3:38][O:39][C:40](=[O:48])[CH2:41][CH:42]1[CH2:47][CH2:46][NH:45][CH2:44][CH2:43]1. (4) Given the product [CH2:1]([C@@H:5]1[N:10]([C:30]([C:27]2[CH:26]=[C:25]([C:22]3[CH:21]=[CH:20][C:19]([O:18][C:17]([F:34])([F:16])[F:33])=[CH:24][CH:23]=3)[O:29][N:28]=2)=[O:31])[CH2:9][C@H:8]([CH2:11][CH:12]([CH3:14])[CH3:13])[NH:7][C:6]1=[O:15])[CH:2]([CH3:4])[CH3:3], predict the reactants needed to synthesize it. The reactants are: [CH2:1]([C@@H:5]1[NH:10][CH2:9][C@H:8]([CH2:11][CH:12]([CH3:14])[CH3:13])[NH:7][C:6]1=[O:15])[CH:2]([CH3:4])[CH3:3].[F:16][C:17]([F:34])([F:33])[O:18][C:19]1[CH:24]=[CH:23][C:22]([C:25]2[O:29][N:28]=[C:27]([C:30](O)=[O:31])[CH:26]=2)=[CH:21][CH:20]=1.C([C@@H]1N(C(=O)/C=C/C2C=CC=CC=2)C[C@H](CC(C)C)NC1=O)C(C)C. (5) Given the product [Cl:28][C:5]1[C:6]([N:11]2[CH2:12][CH2:13][N:14]([CH2:17][C:18]([N:20]([CH3:27])[C:21]3[CH:22]=[CH:23][CH:24]=[CH:25][CH:26]=3)=[O:19])[CH2:15][CH2:16]2)=[C:7]2[N:8]=[C:35]([C:34]3[CH:37]=[CH:38][C:31]([N:30]([CH3:39])[CH3:29])=[CH:32][CH:33]=3)[NH:1][C:2]2=[N:3][CH:4]=1, predict the reactants needed to synthesize it. The reactants are: [NH2:1][C:2]1[C:7]([N+:8]([O-])=O)=[C:6]([N:11]2[CH2:16][CH2:15][N:14]([CH2:17][C:18]([N:20]([CH3:27])[C:21]3[CH:26]=[CH:25][CH:24]=[CH:23][CH:22]=3)=[O:19])[CH2:13][CH2:12]2)[C:5]([Cl:28])=[CH:4][N:3]=1.[CH3:29][N:30]([CH3:39])[C:31]1[CH:38]=[CH:37][C:34]([CH:35]=O)=[CH:33][CH:32]=1.[O-]S(S([O-])=O)=O.[Na+].[Na+]. (6) Given the product [I:34][C:26]1[C:25]([CH2:35][O:36][CH2:37][CH:38]([OH:39])[CH2:40][N:9]2[CH2:20][CH2:19][NH:18][CH2:17][CH2:16][NH:15][CH2:14][CH2:13][NH:12][CH2:11][CH2:10]2)=[C:24]([I:41])[C:23]([CH2:42][O:43][CH2:44][CH:45]([OH:46])[CH2:47][N:9]2[CH2:20][CH2:19][NH:18][CH2:17][CH2:16][NH:15][CH2:14][CH2:13][NH:12][CH2:11][CH2:10]2)=[C:22]([I:21])[C:27]=1[CH2:28][O:29][CH2:30][CH:31]([OH:32])[CH2:6][N:4]1[CH2:3][CH2:17][NH:18][CH2:19][CH2:20][NH:9][CH2:10][CH2:11][NH:12][CH2:13][CH2:5]1, predict the reactants needed to synthesize it. The reactants are: CO[CH:3](OC)[N:4]([CH3:6])[CH3:5].[NH:9]1[CH2:20][CH2:19][NH:18][CH2:17][CH2:16][NH:15][CH2:14][CH2:13][NH:12][CH2:11][CH2:10]1.[I:21][C:22]1[C:27]([CH2:28][O:29][CH2:30][CH:31]2C[O:32]2)=[C:26]([I:34])[C:25]([CH2:35][O:36][CH2:37][CH:38]2[CH2:40][O:39]2)=[C:24]([I:41])[C:23]=1[CH2:42][O:43][CH2:44][CH:45]1[CH2:47][O:46]1.Cl. (7) Given the product [CH2:22]([O:21][C:19](=[O:20])[C:18](=[O:24])[CH2:15][C:14](=[O:16])/[CH:13]=[CH:12]/[C:9]1[CH:10]=[CH:11][C:6]([Cl:5])=[CH:7][C:8]=1[F:17])[CH3:23], predict the reactants needed to synthesize it. The reactants are: [Na].C(O)C.[Cl:5][C:6]1[CH:11]=[CH:10][C:9](/[CH:12]=[CH:13]/[C:14](=[O:16])[CH3:15])=[C:8]([F:17])[CH:7]=1.[C:18](OCC)(=[O:24])[C:19]([O:21][CH2:22][CH3:23])=[O:20].